From a dataset of Catalyst prediction with 721,799 reactions and 888 catalyst types from USPTO. Predict which catalyst facilitates the given reaction. (1) Reactant: [NH2:1][C:2]([CH2:9][OH:10])([CH:6]([CH3:8])[CH3:7])[C:3](O)=[O:4].[BH4-].[Na+].II.CO. Product: [NH2:1][C:2]([CH:6]([CH3:8])[CH3:7])([CH2:9][OH:10])[CH2:3][OH:4]. The catalyst class is: 220. (2) Reactant: [H-].[Na+].[Br:3][C:4]1[CH:5]=[C:6]2[C:10](=[CH:11][CH:12]=1)[NH:9][CH:8]=[C:7]2[CH:13]([CH3:15])[CH3:14].[CH3:16][CH:17]([Si:19](Cl)([CH:23]([CH3:25])[CH3:24])[CH:20]([CH3:22])[CH3:21])[CH3:18]. Product: [Br:3][C:4]1[CH:5]=[C:6]2[C:10](=[CH:11][CH:12]=1)[N:9]([Si:19]([CH:23]([CH3:25])[CH3:24])([CH:20]([CH3:22])[CH3:21])[CH:17]([CH3:18])[CH3:16])[CH:8]=[C:7]2[CH:13]([CH3:15])[CH3:14]. The catalyst class is: 387. (3) Reactant: [CH2:1]([O:3][C:4]([C:6]1[N:7]=[C:8]([C:19]2[CH:24]=[CH:23][CH:22]=[CH:21][C:20]=2[Cl:25])[N:9]([C:12]2[CH:17]=[CH:16][C:15]([Cl:18])=[CH:14][CH:13]=2)[C:10]=1Br)=[O:5])[CH3:2].C([Li])(C)(C)C.CN([CH:34]=[O:35])C. Product: [CH2:1]([O:3][C:4]([C:6]1[N:7]=[C:8]([C:19]2[CH:24]=[CH:23][CH:22]=[CH:21][C:20]=2[Cl:25])[N:9]([C:12]2[CH:17]=[CH:16][C:15]([Cl:18])=[CH:14][CH:13]=2)[C:10]=1[CH:34]=[O:35])=[O:5])[CH3:2]. The catalyst class is: 1. (4) Reactant: [Cl:1][C:2]1[CH:7]=[C:6]([OH:8])[CH:5]=[CH:4][C:3]=1[CH:9]([CH3:27])[C:10]([C:16]1[CH:17]=[CH:18][C:19]2[O:23][C:22](=[O:24])[N:21]([CH3:25])[C:20]=2[CH:26]=1)([OH:15])[C:11]([F:14])([F:13])[F:12].[Cl:28][C:29]1[CH:30]=[C:31](B(O)O)[CH:32]=[CH:33][C:34]=1[C:35]([O:37][CH3:38])=[O:36].N1C=CC=CC=1.Cl. Product: [CH3:38][O:37][C:35](=[O:36])[C:34]1[CH:33]=[CH:32][C:31]([O:8][C:6]2[CH:5]=[CH:4][C:3]([CH:9]([CH3:27])[C:10]([OH:15])([C:16]3[CH:17]=[CH:18][C:19]4[O:23][C:22](=[O:24])[N:21]([CH3:25])[C:20]=4[CH:26]=3)[C:11]([F:12])([F:13])[F:14])=[C:2]([Cl:1])[CH:7]=2)=[CH:30][C:29]=1[Cl:28]. The catalyst class is: 302. (5) Reactant: [Cl-].O[NH3+:3].[C:4](=[O:7])([O-])[OH:5].[Na+].CS(C)=O.[O:13]1[C:17]2([CH2:22][CH2:21][CH:20]([N:23]3[C:28](=[O:29])[C:27]([CH2:30][C:31]4[CH:36]=[CH:35][C:34]([C:37]5[C:38]([C:43]#[N:44])=[CH:39][CH:40]=[CH:41][CH:42]=5)=[C:33]([N+:45]([O-:47])=[O:46])[CH:32]=4)=[C:26]([CH2:48][CH2:49][CH3:50])[N:25]4[N:51]=[CH:52][CH:53]=[C:24]34)[CH2:19][CH2:18]2)[O:16][CH2:15][CH2:14]1. Product: [O:13]1[C:17]2([CH2:22][CH2:21][CH:20]([N:23]3[C:28](=[O:29])[C:27]([CH2:30][C:31]4[CH:36]=[CH:35][C:34]([C:37]5[CH:42]=[CH:41][CH:40]=[CH:39][C:38]=5[C:43]5[NH:3][C:4](=[O:7])[O:5][N:44]=5)=[C:33]([N+:45]([O-:47])=[O:46])[CH:32]=4)=[C:26]([CH2:48][CH2:49][CH3:50])[N:25]4[N:51]=[CH:52][CH:53]=[C:24]34)[CH2:19][CH2:18]2)[O:16][CH2:15][CH2:14]1. The catalyst class is: 13. (6) Reactant: [C:1]([C:5]1[CH:6]=[CH:7][C:8]2[O:12][C:11]([C:13]3[CH:14]=[C:15]([CH:19]=[C:20]([N+:22]([O-:24])=[O:23])[CH:21]=3)[C:16](O)=[O:17])=[N:10][C:9]=2[CH:25]=1)([CH3:4])([CH3:3])[CH3:2].Cl. Product: [C:1]([C:5]1[CH:6]=[CH:7][C:8]2[O:12][C:11]([C:13]3[CH:14]=[C:15]([CH2:16][OH:17])[CH:19]=[C:20]([N+:22]([O-:24])=[O:23])[CH:21]=3)=[N:10][C:9]=2[CH:25]=1)([CH3:4])([CH3:2])[CH3:3]. The catalyst class is: 1.